This data is from Reaction yield outcomes from USPTO patents with 853,638 reactions. The task is: Predict the reaction yield, written as a fraction of the theoretical maximum amount of product (1.0 means a 100% yield; for example, 0.34 means a 34% yield). (1) The reactants are [NH2:1][C:2]1[CH:7]=[CH:6][C:5](Br)=[CH:4][N:3]=1.[CH3:9][Si:10]([C:13]#[CH:14])([CH3:12])[CH3:11].CCN(CC)CC. The catalyst is CN(C=O)C.Cl[Pd](Cl)([P](C1C=CC=CC=1)(C1C=CC=CC=1)C1C=CC=CC=1)[P](C1C=CC=CC=1)(C1C=CC=CC=1)C1C=CC=CC=1.C1C=CC(P(C2C=CC=CC=2)C2C=CC=CC=2)=CC=1. The product is [CH3:9][Si:10]([C:13]#[C:14][C:5]1[CH:6]=[CH:7][C:2]([NH2:1])=[N:3][CH:4]=1)([CH3:12])[CH3:11]. The yield is 0.760. (2) The product is [CH:1]([C:3]1[C:4]([OH:27])=[C:5]([O:25][CH3:26])[CH:6]=[C:7]2[C:12]=1[O:11][C:10](=[O:13])[C:9]([CH2:14][C:15]([NH:17][CH2:18][CH2:19][OH:20])=[O:16])=[C:8]2[CH3:24])=[O:2]. The catalyst is C(Cl)(Cl)Cl. The yield is 0.113. The reactants are [CH:1]([C:3]1[C:4]([OH:27])=[C:5]([O:25][CH3:26])[CH:6]=[C:7]2[C:12]=1[O:11][C:10](=[O:13])[C:9]([CH2:14][C:15]([NH:17][CH2:18][CH2:19][O:20]COC)=[O:16])=[C:8]2[CH3:24])=[O:2].Cl. (3) The reactants are Br[C:2]1[C:7]2[N:8]=[C:9]([C:11]3[C:16]([Cl:17])=[CH:15][CH:14]=[CH:13][C:12]=3[Cl:18])[NH:10][C:6]=2[CH:5]=[CH:4][N:3]=1.[S:19]1[C:23]([C:24]([NH2:26])=[O:25])=[CH:22][N:21]=[CH:20]1.CC1(C)C2C(=C(P(C3C=CC=CC=3)C3C=CC=CC=3)C=CC=2)OC2C(P(C3C=CC=CC=3)C3C=CC=CC=3)=CC=CC1=2.C([O-])([O-])=O.[Cs+].[Cs+]. The product is [Cl:18][C:12]1[CH:13]=[CH:14][CH:15]=[C:16]([Cl:17])[C:11]=1[C:9]1[NH:8][C:7]2[C:2]([NH:26][C:24]([C:23]3[S:19][CH:20]=[N:21][CH:22]=3)=[O:25])=[N:3][CH:4]=[CH:5][C:6]=2[N:10]=1. The catalyst is C1C=CC(/C=C/C(/C=C/C2C=CC=CC=2)=O)=CC=1.C1C=CC(/C=C/C(/C=C/C2C=CC=CC=2)=O)=CC=1.C1C=CC(/C=C/C(/C=C/C2C=CC=CC=2)=O)=CC=1.[Pd].[Pd].O1CCOCC1. The yield is 0.140.